Dataset: Forward reaction prediction with 1.9M reactions from USPTO patents (1976-2016). Task: Predict the product of the given reaction. (1) Given the reactants [H-].[H-].[H-].[H-].[Li+].[Al+3].C(OC([N:14]1[CH2:19][CH2:18][CH:17]([CH2:20][C:21]([O:23][CH3:24])=O)[CH2:16][CH2:15]1)=O)(C)(C)C.O.[OH-].[Na+], predict the reaction product. The product is: [CH3:24][O:23][CH2:21][CH2:20][CH:17]1[CH2:18][CH2:19][NH:14][CH2:15][CH2:16]1. (2) The product is: [F:4][C:5]1[CH:10]=[CH:9][C:8]([C:11]2[CH:12]([C:29]3[CH:30]=[CH:31][C:32]([I:35])=[CH:33][CH:34]=3)[O:13][C:14]3[C:19]([C:20]=2[CH3:36])=[CH:18][C:17]([OH:22])=[CH:16][CH:15]=3)=[CH:7][CH:6]=1. Given the reactants C[Mg]Cl.[F:4][C:5]1[CH:10]=[CH:9][C:8]([CH:11]2[C:20](=O)[C:19]3[C:14](=[CH:15][CH:16]=[C:17]([O:22]C4CCCCO4)[CH:18]=3)[O:13][CH:12]2[C:29]2[CH:34]=[CH:33][C:32]([I:35])=[CH:31][CH:30]=2)=[CH:7][CH:6]=1.[CH2:36]1COCC1, predict the reaction product.